Dataset: Full USPTO retrosynthesis dataset with 1.9M reactions from patents (1976-2016). Task: Predict the reactants needed to synthesize the given product. (1) Given the product [NH:11]1[CH:12]=[C:8]([C:5]2[CH:4]=[CH:3][C:2]([NH:1][C:23]3[CH:24]=[C:25]([C:27]4[CH:28]=[CH:29][C:30]([O:35][CH:36]5[CH2:41][CH2:40][O:39][CH2:38][CH2:37]5)=[C:31]([CH:34]=4)[C:32]#[N:33])[CH:26]=[CH:21][N:22]=3)=[N:7][CH:6]=2)[CH:9]=[N:10]1, predict the reactants needed to synthesize it. The reactants are: [NH2:1][C:2]1[N:7]=[CH:6][C:5]([C:8]2[CH:9]=[N:10][N:11](C(OC(C)(C)C)=O)[CH:12]=2)=[CH:4][CH:3]=1.Cl[C:21]1[CH:26]=[C:25]([C:27]2[CH:28]=[CH:29][C:30]([O:35][CH:36]3[CH2:41][CH2:40][O:39][CH2:38][CH2:37]3)=[C:31]([CH:34]=2)[C:32]#[N:33])[CH:24]=[CH:23][N:22]=1. (2) Given the product [O:24]1[CH2:14][CH2:15][N:10]([S:7]([N:10]2[CH2:15][CH2:14][O:13][C:12]3[N:16]=[CH:17][C:18]([C:20]([OH:22])=[O:21])=[CH:19][C:11]2=3)(=[O:8])=[O:9])[CH2:11][CH2:12]1, predict the reactants needed to synthesize it. The reactants are: C1([S:7]([N:10]2[CH2:15][CH2:14][O:13][C:12]3[N:16]=[CH:17][C:18]([C:20]([O:22]C)=[O:21])=[CH:19][C:11]2=3)(=[O:9])=[O:8])C=CC=CC=1.[OH-:24].[Na+].